This data is from Forward reaction prediction with 1.9M reactions from USPTO patents (1976-2016). The task is: Predict the product of the given reaction. The product is: [CH:13]([CH2:14][CH2:15][CH2:16][CH2:17][C:18]([O:20][CH3:21])=[O:19])=[O:12]. Given the reactants C1C=C[NH+]=CC=1.[O-][Cr](Cl)(=O)=O.[OH:12][CH2:13][CH2:14][CH2:15][CH2:16][CH2:17][C:18]([O:20][CH3:21])=[O:19], predict the reaction product.